From a dataset of Peptide-MHC class II binding affinity with 134,281 pairs from IEDB. Regression. Given a peptide amino acid sequence and an MHC pseudo amino acid sequence, predict their binding affinity value. This is MHC class II binding data. (1) The peptide sequence is CGHGNKSSGPNELGRFKH. The binding affinity (normalized) is 0. The MHC is DRB1_1501 with pseudo-sequence DRB1_1501. (2) The peptide sequence is RVVHLYRNGKDQDGD. The MHC is DRB1_0405 with pseudo-sequence DRB1_0405. The binding affinity (normalized) is 0.524.